This data is from Reaction yield outcomes from USPTO patents with 853,638 reactions. The task is: Predict the reaction yield, written as a fraction of the theoretical maximum amount of product (1.0 means a 100% yield; for example, 0.34 means a 34% yield). (1) The reactants are [CH3:1][O:2][C:3]1[CH:8]=[CH:7][C:6]([C:9](=O)[CH2:10][C:11](=O)[C:12]([F:15])([F:14])[F:13])=[CH:5][CH:4]=1.[NH2:18][C:19]1[C:23]([C:24]2[CH:29]=[CH:28][N:27]=[CH:26][CH:25]=2)=[CH:22][NH:21][N:20]=1. No catalyst specified. The product is [CH3:1][O:2][C:3]1[CH:8]=[CH:7][C:6]([C:9]2[CH:10]=[C:11]([C:12]([F:15])([F:14])[F:13])[N:20]3[N:21]=[CH:22][C:23]([C:24]4[CH:29]=[CH:28][N:27]=[CH:26][CH:25]=4)=[C:19]3[N:18]=2)=[CH:5][CH:4]=1. The yield is 0.590. (2) The reactants are [Cl:1][Si:2]([Cl:5])(Cl)[Cl:3].[CH3:6][CH:7]([CH2:12][CH2:13][CH2:14][CH:15]([CH3:17])[CH3:16])[CH2:8][CH2:9][Mg]Br. The catalyst is O1CCCC1. The product is [CH3:6][CH:7]([CH2:12][CH2:13][CH2:14][CH:15]([CH3:17])[CH3:16])[CH2:8][CH2:9][Si:2]([Cl:5])([Cl:3])[Cl:1]. The yield is 0.810. (3) The reactants are [CH3:1][NH:2][C:3]([C@@H:5]1[CH2:10][CH2:9][CH2:8][CH2:7][C@@H:6]1[NH:11][C:12]1[C:17]([Cl:18])=[CH:16][N:15]=[C:14](Cl)[N:13]=1)=[O:4].[CH2:20]([N:22]1[CH2:28][CH2:27][C:26]2[CH:29]=[C:30]([NH2:33])[CH:31]=[CH:32][C:25]=2[CH2:24][CH2:23]1)[CH3:21].C12(CS(O)(=O)=O)C(C)(C)C(CC1)CC2=O.C(=O)(O)[O-].[Na+]. The catalyst is C(O)(C)C. The product is [CH3:1][NH:2][C:3]([C@@H:5]1[CH2:10][CH2:9][CH2:8][CH2:7][C@@H:6]1[NH:11][C:12]1[C:17]([Cl:18])=[CH:16][N:15]=[C:14]([NH:33][C:30]2[CH:31]=[CH:32][C:25]3[CH2:24][CH2:23][N:22]([CH2:20][CH3:21])[CH2:28][CH2:27][C:26]=3[CH:29]=2)[N:13]=1)=[O:4]. The yield is 0.470. (4) The reactants are Br[C:2]1[CH:10]=[CH:9][C:5]([N:6]([CH3:8])[CH3:7])=[C:4]([F:11])[CH:3]=1.C(B(CC)[C:15]1[CH:20]=[CH:19][N:18]=[CH:17][CH:16]=1)C. No catalyst specified. The product is [F:11][C:4]1[CH:3]=[C:2]([C:15]2[CH:20]=[CH:19][N:18]=[CH:17][CH:16]=2)[CH:10]=[CH:9][C:5]=1[N:6]([CH3:8])[CH3:7]. The yield is 0.440. (5) The reactants are [CH3:1][O:2][C:3](=[O:12])[C:4]1[CH:9]=[CH:8][C:7]([OH:10])=[CH:6][C:5]=1[CH3:11].[Na+].[I-].C([O-])([O-])=O.[K+].[K+].Br[CH2:22][CH:23]1[CH2:25][CH2:24]1. The catalyst is CC(C)=O. The product is [CH3:1][O:2][C:3](=[O:12])[C:4]1[CH:9]=[CH:8][C:7]([O:10][CH2:22][CH:23]2[CH2:25][CH2:24]2)=[CH:6][C:5]=1[CH3:11]. The yield is 0.320.